The task is: Predict which catalyst facilitates the given reaction.. This data is from Catalyst prediction with 721,799 reactions and 888 catalyst types from USPTO. Reactant: [Cl:1][C:2]1[C:7](=[O:8])[N:6]([CH3:9])[CH:5]=[C:4]([N:10]2[CH:17]([C:18]3[CH:23]=[CH:22][C:21]([Cl:24])=[CH:20][CH:19]=3)[C:16]3[C:12](=[N:13][N:14](CC4C=CC(OC)=CC=4)[C:15]=3[CH3:25])[C:11]2=[O:35])[CH:3]=1. Product: [Cl:1][C:2]1[C:7](=[O:8])[N:6]([CH3:9])[CH:5]=[C:4]([N:10]2[CH:17]([C:18]3[CH:23]=[CH:22][C:21]([Cl:24])=[CH:20][CH:19]=3)[C:16]3[C:12](=[N:13][NH:14][C:15]=3[CH3:25])[C:11]2=[O:35])[CH:3]=1. The catalyst class is: 61.